Dataset: NCI-60 drug combinations with 297,098 pairs across 59 cell lines. Task: Regression. Given two drug SMILES strings and cell line genomic features, predict the synergy score measuring deviation from expected non-interaction effect. (1) Drug 1: CC(C1=C(C=CC(=C1Cl)F)Cl)OC2=C(N=CC(=C2)C3=CN(N=C3)C4CCNCC4)N. Drug 2: CCN(CC)CCCC(C)NC1=C2C=C(C=CC2=NC3=C1C=CC(=C3)Cl)OC. Cell line: NCI-H226. Synergy scores: CSS=20.3, Synergy_ZIP=-1.43, Synergy_Bliss=8.37, Synergy_Loewe=6.85, Synergy_HSA=7.79. (2) Drug 1: COC1=C(C=C2C(=C1)N=CN=C2NC3=CC(=C(C=C3)F)Cl)OCCCN4CCOCC4. Drug 2: C1=NC2=C(N=C(N=C2N1C3C(C(C(O3)CO)O)F)Cl)N. Cell line: UACC62. Synergy scores: CSS=41.6, Synergy_ZIP=1.86, Synergy_Bliss=3.06, Synergy_Loewe=2.30, Synergy_HSA=4.78. (3) Drug 1: CC1=CC2C(CCC3(C2CCC3(C(=O)C)OC(=O)C)C)C4(C1=CC(=O)CC4)C. Drug 2: CC1=C(N=C(N=C1N)C(CC(=O)N)NCC(C(=O)N)N)C(=O)NC(C(C2=CN=CN2)OC3C(C(C(C(O3)CO)O)O)OC4C(C(C(C(O4)CO)O)OC(=O)N)O)C(=O)NC(C)C(C(C)C(=O)NC(C(C)O)C(=O)NCCC5=NC(=CS5)C6=NC(=CS6)C(=O)NCCC[S+](C)C)O. Cell line: OVCAR-8. Synergy scores: CSS=10.2, Synergy_ZIP=2.25, Synergy_Bliss=3.61, Synergy_Loewe=-3.00, Synergy_HSA=1.52. (4) Drug 1: CC1C(C(=O)NC(C(=O)N2CCCC2C(=O)N(CC(=O)N(C(C(=O)O1)C(C)C)C)C)C(C)C)NC(=O)C3=C4C(=C(C=C3)C)OC5=C(C(=O)C(=C(C5=N4)C(=O)NC6C(OC(=O)C(N(C(=O)CN(C(=O)C7CCCN7C(=O)C(NC6=O)C(C)C)C)C)C(C)C)C)N)C. Drug 2: CC1CCCC2(C(O2)CC(NC(=O)CC(C(C(=O)C(C1O)C)(C)C)O)C(=CC3=CSC(=N3)C)C)C. Cell line: OVCAR3. Synergy scores: CSS=69.0, Synergy_ZIP=5.04, Synergy_Bliss=5.10, Synergy_Loewe=-1.91, Synergy_HSA=3.42. (5) Drug 2: C1=NC2=C(N1)C(=S)N=C(N2)N. Drug 1: C1CCC(CC1)NC(=O)N(CCCl)N=O. Cell line: SK-MEL-28. Synergy scores: CSS=10.5, Synergy_ZIP=-6.32, Synergy_Bliss=3.78, Synergy_Loewe=3.26, Synergy_HSA=6.02. (6) Drug 1: CS(=O)(=O)C1=CC(=C(C=C1)C(=O)NC2=CC(=C(C=C2)Cl)C3=CC=CC=N3)Cl. Drug 2: C1=NC2=C(N=C(N=C2N1C3C(C(C(O3)CO)O)F)Cl)N. Cell line: NCI-H522. Synergy scores: CSS=12.2, Synergy_ZIP=-11.6, Synergy_Bliss=-8.93, Synergy_Loewe=-16.5, Synergy_HSA=-8.04. (7) Drug 2: C1=CC=C(C(=C1)C(C2=CC=C(C=C2)Cl)C(Cl)Cl)Cl. Synergy scores: CSS=5.63, Synergy_ZIP=5.48, Synergy_Bliss=9.53, Synergy_Loewe=-37.3, Synergy_HSA=-1.30. Cell line: COLO 205. Drug 1: CC=C1C(=O)NC(C(=O)OC2CC(=O)NC(C(=O)NC(CSSCCC=C2)C(=O)N1)C(C)C)C(C)C.